Dataset: Reaction yield outcomes from USPTO patents with 853,638 reactions. Task: Predict the reaction yield, written as a fraction of the theoretical maximum amount of product (1.0 means a 100% yield; for example, 0.34 means a 34% yield). (1) The reactants are [CH3:1][O:2][C:3]1[N:8]=[CH:7][C:6]([NH:9][C:10](=[O:15])[C:11]([CH3:14])([CH3:13])[CH3:12])=[CH:5][CH:4]=1.C([Li])(C)(C)C.CCCCC.[I:26]I.O. The catalyst is O1CCCC1. The product is [I:26][C:5]1[CH:4]=[C:3]([O:2][CH3:1])[N:8]=[CH:7][C:6]=1[NH:9][C:10](=[O:15])[C:11]([CH3:12])([CH3:14])[CH3:13]. The yield is 0.370. (2) The reactants are [CH3:1][O:2][C:3]([CH:5]1[CH2:9][CH2:8][CH2:7][N:6]1[N:10]=[CH:11][CH2:12][CH:13]([CH3:15])[CH3:14])=[O:4].C([BH3-])#N.[Na+].C(=O)(O)[O-].[Na+]. The catalyst is CO.C(O)(=O)C. The product is [CH3:1][O:2][C:3]([CH:5]1[CH2:9][CH2:8][CH2:7][N:6]1[NH:10][CH2:11][CH2:12][CH:13]([CH3:15])[CH3:14])=[O:4]. The yield is 0.887. (3) The reactants are Br[C:2]1[CH:24]=[CH:23][C:5]2[C:6]3[N:7]([CH:11]=[C:12]([C:14]4[N:15]([CH:20]([CH3:22])[CH3:21])[CH:16]=[C:17]([CH3:19])[N:18]=4)[N:13]=3)[CH2:8][CH2:9][O:10][C:4]=2[CH:3]=1.[CH3:25][C:26]([OH:43])([CH3:42])[CH2:27][N:28]1[CH:32]=[C:31](B2OC(C)(C)C(C)(C)O2)[CH:30]=[N:29]1. No catalyst specified. The product is [CH:20]([N:15]1[CH:16]=[C:17]([CH3:19])[N:18]=[C:14]1[C:12]1[N:13]=[C:6]2[C:5]3[CH:23]=[CH:24][C:2]([C:31]4[CH:30]=[N:29][N:28]([CH2:27][C:26]([CH3:42])([OH:43])[CH3:25])[CH:32]=4)=[CH:3][C:4]=3[O:10][CH2:9][CH2:8][N:7]2[CH:11]=1)([CH3:22])[CH3:21]. The yield is 0.220. (4) The yield is 0.550. The reactants are [N+:1]([C:4]1[CH:9]=[CH:8][C:7]([N:10]2[CH2:15][CH2:14][C:13](=[O:16])[CH2:12][CH2:11]2)=[CH:6][CH:5]=1)([O-])=O.O1CCOCC1. The catalyst is [Ni].CO. The product is [NH2:1][C:4]1[CH:9]=[CH:8][C:7]([N:10]2[CH2:11][CH2:12][C:13](=[O:16])[CH2:14][CH2:15]2)=[CH:6][CH:5]=1. (5) The reactants are C[Si]([N-][Si](C)(C)C)(C)C.[K+].[CH2:11]([O:13][C:14]([C:16]1[CH:17]=[C:18]([CH:22]2[CH2:27][CH2:26][N:25]([C:28]([O:30][C:31]([CH3:34])([CH3:33])[CH3:32])=[O:29])[C:24](=[O:35])[CH2:23]2)[CH:19]=[CH:20][CH:21]=1)=[O:15])[CH3:12].[CH3:36]I. The catalyst is C1COCC1. The product is [CH2:11]([O:13][C:14]([C:16]1[CH:17]=[C:18]([CH:22]2[CH2:27][CH2:26][N:25]([C:28]([O:30][C:31]([CH3:34])([CH3:33])[CH3:32])=[O:29])[C:24](=[O:35])[CH:23]2[CH3:36])[CH:19]=[CH:20][CH:21]=1)=[O:15])[CH3:12]. The yield is 0.260. (6) The reactants are CN(C(N[C@H](C(O)=O)C(C)C)=[O:13])CC1N=C(C(C)C)SC=1.[NH2:22][C@@H:23]([CH2:45][C:46]1[CH:51]=[CH:50][CH:49]=[CH:48][CH:47]=1)[CH2:24][C@H:25](O)[C@@H:26]([NH:34][C:35]([O:37][CH2:38][C:39]1[S:43][CH:42]=[N:41][CH:40]=1)=[O:36])[CH2:27][C:28]1[CH:33]=[CH:32][CH:31]=[CH:30][CH:29]=1.O.ON1C2C=CC=CC=2N=N1.C(N=C=NCCCN(C)C)C. The catalyst is C1COCC1. The product is [NH2:22][C@H:23]([C@@H:24]([OH:13])[CH2:25][C@@H:26]([NH:34][C:35]([O:37][CH2:38][C:39]1[S:43][CH:42]=[N:41][CH:40]=1)=[O:36])[CH2:27][C:28]1[CH:33]=[CH:32][CH:31]=[CH:30][CH:29]=1)[CH2:45][C:46]1[CH:51]=[CH:50][CH:49]=[CH:48][CH:47]=1. The yield is 0.740. (7) The reactants are Cl[C:2]1[C:7]2[CH2:8][CH2:9][CH2:10][C:6]=2[N:5]=[C:4]([NH2:11])[N:3]=1.[CH3:12][O-:13].[Na+]. The catalyst is C1(C)C(C)=CC=CC=1.CO. The product is [CH3:12][O:13][C:2]1[C:7]2[CH2:8][CH2:9][CH2:10][C:6]=2[N:5]=[C:4]([NH2:11])[N:3]=1. The yield is 0.980.